Dataset: Catalyst prediction with 721,799 reactions and 888 catalyst types from USPTO. Task: Predict which catalyst facilitates the given reaction. Reactant: [H-].[Na+].[CH3:3][O:4][C:5](=[O:12])[CH:6]=[C:7]1[CH2:11][CH2:10][CH2:9][NH:8]1.[C:13]([C:15]1[CH:16]=[C:17]([CH:20]=[CH:21][CH:22]=1)[CH2:18]Br)#[N:14].Cl. Product: [CH3:3][O:4][C:5](=[O:12])[C:6](=[C:7]1[CH2:11][CH2:10][CH2:9][NH:8]1)[CH2:18][C:17]1[CH:20]=[CH:21][CH:22]=[C:15]([C:13]#[N:14])[CH:16]=1. The catalyst class is: 11.